This data is from Full USPTO retrosynthesis dataset with 1.9M reactions from patents (1976-2016). The task is: Predict the reactants needed to synthesize the given product. (1) Given the product [Cl:22][C:23]1[C:31]([F:32])=[C:30]([Cl:33])[CH:29]=[CH:28][C:24]=1[C:25]([N:13]1[CH2:12][CH2:11][N:10]2[C:6]([N:1]3[CH:5]=[CH:4][CH:3]=[N:2]3)=[N:7][N:8]=[C:9]2[CH2:14]1)=[O:26], predict the reactants needed to synthesize it. The reactants are: [N:1]1([C:6]2[N:10]3[CH2:11][CH2:12][NH:13][CH2:14][C:9]3=[N:8][N:7]=2)[CH:5]=[CH:4][CH:3]=[N:2]1.C(N(CC)CC)C.[Cl:22][C:23]1[C:31]([F:32])=[C:30]([Cl:33])[CH:29]=[CH:28][C:24]=1[C:25](Cl)=[O:26].C([O-])(O)=O.[Na+]. (2) Given the product [CH2:33]([C:22]1[C:23]([OH:32])=[C:24]([C:28]([O:30][CH3:31])=[O:29])[C:25](=[O:27])[NH:26][C:21]=1[C:17]1[CH:18]=[CH:19][C:20]2[N:12]3[CH2:11][CH2:10][CH:9]([OH:8])[C:13]3=[CH:14][C:15]=2[CH:16]=1)[CH3:34], predict the reactants needed to synthesize it. The reactants are: [Si]([O:8][CH:9]1[C:13]2=[CH:14][C:15]3[CH:16]=[C:17]([C:21]4[NH:26][C:25](=[O:27])[C:24]([C:28]([O:30][CH3:31])=[O:29])=[C:23]([OH:32])[C:22]=4[CH2:33][CH3:34])[CH:18]=[CH:19][C:20]=3[N:12]2[CH2:11][CH2:10]1)(C(C)(C)C)(C)C.CCCC[N+](CCCC)(CCCC)CCCC.[F-]. (3) The reactants are: Br[C:2]1[C:3](=[O:10])[N:4]([CH3:9])[N:5]=[C:6]([Cl:8])[CH:7]=1.CCN(C(C)C)C(C)C.[CH3:20][C@@H:21]1[CH2:26][O:25][CH2:24][CH2:23][NH:22]1. Given the product [Cl:8][C:6]1[CH:7]=[C:2]([N:22]2[CH2:23][CH2:24][O:25][CH2:26][C@H:21]2[CH3:20])[C:3](=[O:10])[N:4]([CH3:9])[N:5]=1, predict the reactants needed to synthesize it. (4) Given the product [N+:1]([C:4]1[CH:9]=[C:8]([N+:10]([O-:12])=[O:11])[CH:7]=[CH:6][C:5]=1[O-:13])([O-:3])=[O:2].[NH2:1][N+:21]1[CH:22]=[CH:23][C:24]([NH:27][C:28]([O:29][C:30]([CH3:31])([CH3:33])[CH3:32])=[O:34])=[CH:25][CH:26]=1, predict the reactants needed to synthesize it. The reactants are: [N+:1]([C:4]1[CH:9]=[C:8]([N+:10]([O-:12])=[O:11])[CH:7]=[CH:6][C:5]=1[O:13]N)([O-:3])=[O:2].CC1OCCC1.[N:21]1[CH:26]=[CH:25][C:24]([NH:27][C:28](=[O:34])[O:29][C:30]([CH3:33])([CH3:32])[CH3:31])=[CH:23][CH:22]=1. (5) Given the product [CH3:1][O:2][NH:3][C:4]([C:6]1[N:11]=[C:10]([CH3:12])[C:9]([C:21]2[C:22]([F:30])=[N:23][CH:24]=[CH:25][CH:26]=2)=[C:8]([NH:14][CH2:15][C:16]([F:19])([F:18])[F:17])[N:7]=1)=[NH:5], predict the reactants needed to synthesize it. The reactants are: [CH3:1][O:2][NH:3][C:4]([C:6]1[N:11]=[C:10]([CH3:12])[C:9](I)=[C:8]([NH:14][CH2:15][C:16]([F:19])([F:18])[F:17])[N:7]=1)=[NH:5].F[C:21]1(B(O)O)[CH:26]=[CH:25][CH:24]=[N:23][CH2:22]1.[F:30][B-](F)(F)F.C(P(C(C)(C)C)C(C)(C)C)(C)(C)C.C1(C)C=CC=CC=1P(C1C=CC=CC=1C)C1C=CC=CC=1C. (6) Given the product [CH2:1]([C:4]([C@:6]([C:14](=[O:21])[C:15]1[CH:20]=[CH:19][CH:18]=[CH:17][CH:16]=1)([C@@:8]([C:14](=[O:21])[C:15]1[CH:20]=[CH:19][CH:18]=[CH:17][CH:16]=1)([C@@H:10]([CH2:12][OH:13])[OH:11])[OH:9])[OH:7])=[O:5])[CH:2]=[CH2:3], predict the reactants needed to synthesize it. The reactants are: [CH2:1]([C:4]([C@H:6]([C@@H:8]([C@@H:10]([CH2:12][OH:13])[OH:11])[OH:9])[OH:7])=[O:5])[CH:2]=[CH2:3].[C:14](Cl)(=[O:21])[C:15]1[CH:20]=[CH:19][CH:18]=[CH:17][CH:16]=1. (7) The reactants are: [N:1]1([C:7]([O:9][C:10]([CH3:13])([CH3:12])[CH3:11])=[O:8])[CH2:6][CH2:5][NH:4][CH2:3][CH2:2]1.[O:14]1[CH2:17][C:16](=O)[CH2:15]1.C(O[BH-](OC(=O)C)OC(=O)C)(=O)C.[Na+].C([O-])(O)=O.[Na+]. Given the product [O:14]1[CH2:17][CH:16]([N:4]2[CH2:5][CH2:6][N:1]([C:7]([O:9][C:10]([CH3:13])([CH3:12])[CH3:11])=[O:8])[CH2:2][CH2:3]2)[CH2:15]1, predict the reactants needed to synthesize it.